Predict the product of the given reaction. From a dataset of Forward reaction prediction with 1.9M reactions from USPTO patents (1976-2016). (1) Given the reactants C([O:3][C:4]([CH2:6][C:7]1[CH:20]=[CH:19][C:18]2[S:17](=[O:22])(=[O:21])[C:16]3[C:11](=[CH:12][CH:13]=[CH:14][CH:15]=3)[N:10](C(OC(C)(C)C)=O)[C:9]=2[CH:8]=1)=O)C.[F:30][C:31]1([F:39])[CH2:36][CH2:35][CH:34]([CH2:37]I)[CH2:33][CH2:32]1.FC1(F)CCC(C(OCC)=O)CC1.[I-].[CH3:54][N:55]1[CH:59]=[CH:58][C:57]([NH2:60])=[N:56]1, predict the reaction product. The product is: [F:30][C:31]1([F:39])[CH2:36][CH2:35][CH:34]([CH2:37][CH:6]([C:7]2[CH:20]=[CH:19][C:18]3[S:17](=[O:22])(=[O:21])[C:16]4[C:11](=[CH:12][CH:13]=[CH:14][CH:15]=4)[NH:10][C:9]=3[CH:8]=2)[C:4]([NH:60][C:57]2[CH:58]=[CH:59][N:55]([CH3:54])[N:56]=2)=[O:3])[CH2:33][CH2:32]1. (2) Given the reactants [F:1][C:2]1[CH:28]=[CH:27][C:5]([CH2:6][N:7]2[C:11]3[C:12](=[O:22])[N:13]([CH3:21])[C:14]([C:17]([O:19][CH3:20])=[O:18])=[C:15](O)[C:10]=3[C:9]3[CH2:23][O:24][CH2:25][CH2:26][C:8]2=3)=[CH:4][CH:3]=1.CCN(CC)CC.O(S(C(F)(F)F)(=O)=O)S(C(F)(F)F)(=O)=O.C([O-])(O)=O.[Na+].[CH3:56][C:57]1[CH:62]=[CH:61][C:60](B(O)O)=[CH:59][CH:58]=1.C([O-])([O-])=O.[Na+].[Na+].[NH4+].[Cl-], predict the reaction product. The product is: [F:1][C:2]1[CH:28]=[CH:27][C:5]([CH2:6][N:7]2[C:11]3[C:12](=[O:22])[N:13]([CH3:21])[C:14]([C:17]([O:19][CH3:20])=[O:18])=[C:15]([C:60]4[CH:61]=[CH:62][C:57]([CH3:56])=[CH:58][CH:59]=4)[C:10]=3[C:9]3[CH2:23][O:24][CH2:25][CH2:26][C:8]2=3)=[CH:4][CH:3]=1.